Dataset: Peptide-MHC class I binding affinity with 185,985 pairs from IEDB/IMGT. Task: Regression. Given a peptide amino acid sequence and an MHC pseudo amino acid sequence, predict their binding affinity value. This is MHC class I binding data. (1) The binding affinity (normalized) is 0.603. The peptide sequence is KVFVLGGCR. The MHC is HLA-A11:01 with pseudo-sequence HLA-A11:01. (2) The peptide sequence is AEIDRSFKP. The MHC is HLA-B15:01 with pseudo-sequence HLA-B15:01. The binding affinity (normalized) is 0.0847. (3) The peptide sequence is AFGLFWLVW. The MHC is HLA-B35:01 with pseudo-sequence HLA-B35:01. The binding affinity (normalized) is 0.0847. (4) The peptide sequence is YFARRFKYL. The MHC is HLA-B57:01 with pseudo-sequence HLA-B57:01. The binding affinity (normalized) is 0.0847. (5) The peptide sequence is ELYPTVNTY. The MHC is HLA-B27:05 with pseudo-sequence HLA-B27:05. The binding affinity (normalized) is 0.0847. (6) The peptide sequence is FSDARLAKL. The MHC is HLA-B35:01 with pseudo-sequence HLA-B35:01. The binding affinity (normalized) is 0.382.